Dataset: Forward reaction prediction with 1.9M reactions from USPTO patents (1976-2016). Task: Predict the product of the given reaction. (1) Given the reactants Cl[S:2]([C:5]1[CH:6]=[C:7]([C:11]([O:13][CH3:14])=[O:12])[N:8]([CH3:10])[CH:9]=1)(=[O:4])=[O:3].[F:15][C:16]([F:21])([F:20])[C@@H:17]([NH2:19])[CH3:18].C(N(C(C)C)CC)(C)C, predict the reaction product. The product is: [CH3:10][N:8]1[CH:9]=[C:5]([S:2](=[O:4])(=[O:3])[NH:19][C@@H:17]([CH3:18])[C:16]([F:21])([F:20])[F:15])[CH:6]=[C:7]1[C:11]([O:13][CH3:14])=[O:12]. (2) Given the reactants [NH2:1][C:2]1[CH:3]=[C:4]([CH:14]=[CH:15][CH:16]=1)[CH2:5][CH2:6][NH:7][C:8](=[O:13])[C:9]([F:12])([F:11])[F:10].[ClH:17].CCOC(C)=O, predict the reaction product. The product is: [ClH:17].[NH2:1][C:2]1[CH:3]=[C:4]([CH:14]=[CH:15][CH:16]=1)[CH2:5][CH2:6][NH:7][C:8](=[O:13])[C:9]([F:10])([F:11])[F:12]. (3) Given the reactants Cl[C:2]1[N:7]=[C:6]([C:8]#[N:9])[C:5]2[N:10]=[CH:11][N:12]([CH3:13])[C:4]=2[CH:3]=1.[CH3:14][O:15][CH2:16][CH2:17][O:18][CH2:19][O:20][C:21]1[CH:26]=[CH:25][C:24](B(O)O)=[CH:23][C:22]=1[C:30]([F:33])([F:32])[F:31].P([O-])([O-])([O-])=O.[K+].[K+].[K+].C1(P(C2CCCCC2)C2CCCCC2)CCCCC1, predict the reaction product. The product is: [CH3:14][O:15][CH2:16][CH2:17][O:18][CH2:19][O:20][C:21]1[CH:26]=[CH:25][C:24]([C:2]2[N:7]=[C:6]([C:8]#[N:9])[C:5]3[N:10]=[CH:11][N:12]([CH3:13])[C:4]=3[CH:3]=2)=[CH:23][C:22]=1[C:30]([F:31])([F:32])[F:33]. (4) Given the reactants C([O:4][CH2:5][C:6]1[C:7]([N:28]2[N:37]=[CH:36][C:35]3[C:30](=[C:31]([F:42])[CH:32]=[C:33]([C:38]([CH3:41])([CH3:40])[CH3:39])[CH:34]=3)[C:29]2=[O:43])=[N:8][CH:9]=[CH:10][C:11]=1[C:12]1[N:13]=[C:14]([NH:20][C:21]2[CH:22]=[N:23][N:24]([CH2:26][CH3:27])[CH:25]=2)[C:15](=[O:19])[N:16]([CH3:18])[CH:17]=1)(=O)C.[OH-].[Li+], predict the reaction product. The product is: [C:38]([C:33]1[CH:34]=[C:35]2[C:30](=[C:31]([F:42])[CH:32]=1)[C:29](=[O:43])[N:28]([C:7]1[C:6]([CH2:5][OH:4])=[C:11]([C:12]3[N:13]=[C:14]([NH:20][C:21]4[CH:22]=[N:23][N:24]([CH2:26][CH3:27])[CH:25]=4)[C:15](=[O:19])[N:16]([CH3:18])[CH:17]=3)[CH:10]=[CH:9][N:8]=1)[N:37]=[CH:36]2)([CH3:41])([CH3:39])[CH3:40]. (5) Given the reactants [CH2:1]([O:4][C:5]1[CH:10]=[CH:9][C:8]([CH:11]2[CH2:16][CH2:15][N:14]([C:17]([O:19][C:20]([CH3:23])([CH3:22])[CH3:21])=[O:18])[CH2:13][CH:12]2[OH:24])=[CH:7][CH:6]=1)[CH:2]=[CH2:3].Cl[CH2:26][C:27]1[CH:36]=[C:35]2[C:30]([CH2:31][CH2:32][C:33](=[O:42])[N:34]2[CH2:37][CH2:38][CH2:39][O:40][CH3:41])=[CH:29][CH:28]=1, predict the reaction product. The product is: [CH2:1]([O:4][C:5]1[CH:6]=[CH:7][C:8]([CH:11]2[CH2:16][CH2:15][N:14]([C:17]([O:19][C:20]([CH3:23])([CH3:22])[CH3:21])=[O:18])[CH2:13][CH:12]2[O:24][CH2:26][C:27]2[CH:36]=[C:35]3[C:30]([CH2:31][CH2:32][C:33](=[O:42])[N:34]3[CH2:37][CH2:38][CH2:39][O:40][CH3:41])=[CH:29][CH:28]=2)=[CH:9][CH:10]=1)[CH:2]=[CH2:3]. (6) Given the reactants [OH-].[Na+].[CH2:3]([O:7][C:8]1[CH:13]=[C:12](/[CH:14]=[C:15](\[CH2:21][CH3:22])/[C:16]([O:18]CC)=[O:17])[CH:11]=[CH:10][C:9]=1[C:23]1[CH:28]=[CH:27][CH:26]=[C:25]([N:29]([CH3:40])[C:30]([NH:32][CH2:33][CH2:34][CH2:35][CH2:36][CH2:37][CH2:38][CH3:39])=[O:31])[CH:24]=1)[CH2:4][CH2:5][CH3:6], predict the reaction product. The product is: [CH2:3]([O:7][C:8]1[CH:13]=[C:12](/[CH:14]=[C:15](\[CH2:21][CH3:22])/[C:16]([OH:18])=[O:17])[CH:11]=[CH:10][C:9]=1[C:23]1[CH:28]=[CH:27][CH:26]=[C:25]([N:29]([CH3:40])[C:30]([NH:32][CH2:33][CH2:34][CH2:35][CH2:36][CH2:37][CH2:38][CH3:39])=[O:31])[CH:24]=1)[CH2:4][CH2:5][CH3:6].